From a dataset of Catalyst prediction with 721,799 reactions and 888 catalyst types from USPTO. Predict which catalyst facilitates the given reaction. Reactant: [O:1]=[C:2]1[CH2:7][NH:6][C:5]2[CH:8]=[C:9]([CH2:12][CH2:13][CH:14]3[CH2:19][CH2:18][N:17](C(OC(C)(C)C)=O)[CH2:16][CH2:15]3)[CH:10]=[CH:11][C:4]=2[O:3]1.[ClH:27]. Product: [ClH:27].[NH:17]1[CH2:18][CH2:19][CH:14]([CH2:13][CH2:12][C:9]2[CH:10]=[CH:11][C:4]3[O:3][C:2](=[O:1])[CH2:7][NH:6][C:5]=3[CH:8]=2)[CH2:15][CH2:16]1. The catalyst class is: 14.